This data is from Peptide-MHC class II binding affinity with 134,281 pairs from IEDB. The task is: Regression. Given a peptide amino acid sequence and an MHC pseudo amino acid sequence, predict their binding affinity value. This is MHC class II binding data. (1) The peptide sequence is RWQVVAPQLPDDLMI. The MHC is DRB3_0101 with pseudo-sequence DRB3_0101. The binding affinity (normalized) is 0.156. (2) The peptide sequence is RAKDPPAGTRKIMKV. The MHC is DRB3_0101 with pseudo-sequence DRB3_0101. The binding affinity (normalized) is 0. (3) The peptide sequence is VAVSEGKPTEKHIQI. The MHC is HLA-DQA10101-DQB10501 with pseudo-sequence HLA-DQA10101-DQB10501. The binding affinity (normalized) is 0. (4) The MHC is DRB1_0901 with pseudo-sequence DRB1_0901. The peptide sequence is ASRELERFALNPGLL. The binding affinity (normalized) is 0.301. (5) The peptide sequence is INELIASGSEKLASV. The MHC is DRB1_0404 with pseudo-sequence DRB1_0404. The binding affinity (normalized) is 0.607. (6) The peptide sequence is GNGWMIKETACLSKA. The MHC is DRB1_1101 with pseudo-sequence DRB1_1101. The binding affinity (normalized) is 0.797. (7) The peptide sequence is GELQIVDKIMAAFKI. The MHC is DRB1_0802 with pseudo-sequence DRB1_0802. The binding affinity (normalized) is 0.351.